Task: Predict the reactants needed to synthesize the given product.. Dataset: Full USPTO retrosynthesis dataset with 1.9M reactions from patents (1976-2016) (1) Given the product [CH:2]1([CH2:5][O:6][C:7]2[CH:12]=[CH:11][C:10]([O:13][CH3:14])=[CH:9][C:8]=2[C:15]2[C:16]3[NH:23][C:22]([CH3:24])=[C:21]([C:25]([NH:27][C@@H:28]4[CH2:32][CH2:31][N:30]([C:38](=[O:39])[C@@H:37]([OH:36])[CH3:41])[CH2:29]4)=[O:26])[C:17]=3[N:18]=[CH:19][N:20]=2)[CH2:4][CH2:3]1, predict the reactants needed to synthesize it. The reactants are: Cl.[CH:2]1([CH2:5][O:6][C:7]2[CH:12]=[CH:11][C:10]([O:13][CH3:14])=[CH:9][C:8]=2[C:15]2[C:16]3[NH:23][C:22]([CH3:24])=[C:21]([C:25]([NH:27][C@@H:28]4[CH2:32][CH2:31][NH:30][CH2:29]4)=[O:26])[C:17]=3[N:18]=[CH:19][N:20]=2)[CH2:4][CH2:3]1.C([O:36][C@@H:37]([CH3:41])[C:38](Cl)=[O:39])(=O)C. (2) Given the product [Br:1][C:2]1[CH:3]=[C:4]([C:7]([O:9][CH3:16])=[O:8])[S:5][CH:6]=1, predict the reactants needed to synthesize it. The reactants are: [Br:1][C:2]1[CH:3]=[C:4]([C:7]([OH:9])=[O:8])[S:5][CH:6]=1.S(=O)(=O)(O)O.O.[CH3:16]O. (3) Given the product [CH2:35]([O:34][C:32](=[O:33])[CH2:31][N:24]1[C:20]([C:18]2[S:17][C:15]3[N:16]=[C:11]([N:8]4[CH2:7][CH2:6][CH:5]([O:4][C:3]5[CH:25]=[C:26]([F:29])[CH:27]=[CH:28][C:2]=5[Br:1])[CH2:10][CH2:9]4)[N:12]=[CH:13][C:14]=3[N:19]=2)=[N:21][N:22]=[N:23]1)[CH3:36], predict the reactants needed to synthesize it. The reactants are: [Br:1][C:2]1[CH:28]=[CH:27][C:26]([F:29])=[CH:25][C:3]=1[O:4][CH:5]1[CH2:10][CH2:9][N:8]([C:11]2[N:12]=[CH:13][C:14]3[N:19]=[C:18]([C:20]4[N:21]=[N:22][NH:23][N:24]=4)[S:17][C:15]=3[N:16]=2)[CH2:7][CH2:6]1.Br[CH2:31][C:32]([O:34][CH2:35][CH3:36])=[O:33].C(N(CC)CC)C. (4) Given the product [F:68][C:65]([F:66])([F:67])[C:60]1[CH:61]=[CH:62][CH:63]=[CH:64][C:59]=1[NH:58][C:55]1[CH:56]=[CH:57][C:52]([CH2:51][NH:50][C:16]([C@:11]2([NH:10][C:8]([C:4]3[CH:3]=[N:25][CH:7]=[N:6][CH:5]=3)=[O:9])[CH2:15][CH2:14][O:13][CH2:12]2)=[O:18])=[CH:53][CH:54]=1, predict the reactants needed to synthesize it. The reactants are: NC1[CH:3]=[C:4]([C:8]([NH:10][C@@:11]2([C:16]([OH:18])=O)[CH2:15][CH2:14][O:13][CH2:12]2)=[O:9])[CH:5]=[N:6][CH:7]=1.C(OC(C(C#N)=[N:25]OC(N(C)C)=[N+](C)C)=O)C.F[B-](F)(F)F.CCN(C(C)C)C(C)C.[NH2:50][CH2:51][C:52]1[CH:57]=[CH:56][C:55]([NH:58][C:59]2[CH:64]=[CH:63][CH:62]=[CH:61][C:60]=2[C:65]([F:68])([F:67])[F:66])=[CH:54][CH:53]=1. (5) Given the product [NH2:27][C:25](=[O:26])[C:24]([CH:23]([NH:22][C:18](=[O:20])[C:17]1[CH:16]=[CH:15][CH:14]=[N:13][C:12]=1[N:9]1[CH:10]=[CH:11][C:7]([C:1]2[CH:2]=[CH:3][CH:4]=[CH:5][CH:6]=2)=[N:8]1)[CH2:29][CH2:30][CH2:31][CH3:32])=[O:28], predict the reactants needed to synthesize it. The reactants are: [C:1]1([C:7]2[CH:11]=[CH:10][N:9]([C:12]3[C:17]([C:18]([OH:20])=O)=[CH:16][CH:15]=[CH:14][N:13]=3)[N:8]=2)[CH:6]=[CH:5][CH:4]=[CH:3][CH:2]=1.Cl.[NH2:22][CH:23]([CH2:29][CH2:30][CH2:31][CH3:32])[CH:24]([OH:28])[C:25]([NH2:27])=[O:26]. (6) Given the product [NH2:29][C@H:24]1[CH2:25][C@@H:26]([CH3:28])[CH2:27][N:22]([C:21]2[CH:20]=[CH:19][N:18]=[CH:17][C:16]=2[NH:15][C:13]([C:10]2[N:9]=[C:8]3[C:4]([CH:1]([CH3:3])[CH3:2])=[CH:5][O:6][C:7]3=[CH:12][CH:11]=2)=[O:14])[CH2:23]1, predict the reactants needed to synthesize it. The reactants are: [CH:1]([C:4]1[C:8]2=[N:9][C:10]([C:13]([NH:15][C:16]3[CH:17]=[N:18][CH:19]=[CH:20][C:21]=3[N:22]3[CH2:27][C@H:26]([CH3:28])[CH2:25][C@H:24]([NH:29]C(=O)OC(C)(C)C)[CH2:23]3)=[O:14])=[CH:11][CH:12]=[C:7]2[O:6][CH:5]=1)([CH3:3])[CH3:2].C(O)(C(F)(F)F)=O.N. (7) The reactants are: Br[C:2]1[C:3]2[C:10]([C:11]3[CH:16]=[CH:15][CH:14]=[CH:13][CH:12]=3)=[C:9]([C:17]3[CH:22]=[CH:21][CH:20]=[CH:19][CH:18]=3)[O:8][C:4]=2[N:5]=[CH:6][N:7]=1.[C:23]([O:27][C:28]([N:30]1[CH2:35][CH2:34][N:33]([CH2:36][CH2:37][NH2:38])[CH2:32][CH2:31]1)=[O:29])([CH3:26])([CH3:25])[CH3:24].CCN(C(C)C)C(C)C. Given the product [C:23]([O:27][C:28]([N:30]1[CH2:31][CH2:32][N:33]([CH2:36][CH2:37][NH:38][C:2]2[C:3]3[C:10]([C:11]4[CH:16]=[CH:15][CH:14]=[CH:13][CH:12]=4)=[C:9]([C:17]4[CH:22]=[CH:21][CH:20]=[CH:19][CH:18]=4)[O:8][C:4]=3[N:5]=[CH:6][N:7]=2)[CH2:34][CH2:35]1)=[O:29])([CH3:26])([CH3:25])[CH3:24], predict the reactants needed to synthesize it. (8) Given the product [ClH:21].[ClH:21].[F:1][C:2]([F:12])([F:11])[C:3]1[C:4]2[NH:9][C:17]3[CH2:18][CH2:19][NH:14][CH2:15][C:16]=3[C:5]=2[CH:6]=[CH:7][CH:8]=1, predict the reactants needed to synthesize it. The reactants are: [F:1][C:2]([F:12])([F:11])[C:3]1[CH:8]=[CH:7][CH:6]=[CH:5][C:4]=1[NH:9]N.O.[NH:14]1[CH2:19][CH2:18][C:17](=O)[CH2:16][CH2:15]1.[ClH:21].